This data is from Full USPTO retrosynthesis dataset with 1.9M reactions from patents (1976-2016). The task is: Predict the reactants needed to synthesize the given product. (1) Given the product [Cl:1][C:2]1[CH:7]=[CH:6][C:5]([O:8][C:11]([CH3:18])([CH3:17])[C:12]([O:14][CH2:15][CH3:16])=[O:13])=[C:4]([F:9])[CH:3]=1, predict the reactants needed to synthesize it. The reactants are: [Cl:1][C:2]1[CH:7]=[CH:6][C:5]([OH:8])=[C:4]([F:9])[CH:3]=1.Br[C:11]([CH3:18])([CH3:17])[C:12]([O:14][CH2:15][CH3:16])=[O:13].C(=O)([O-])[O-].[Cs+].[Cs+]. (2) Given the product [CH2:20]([O:19][P:17]([C:5]1[O:1][C:2]([C:6]([OH:8])=[O:7])=[CH:3][CH:4]=1)([O:22][CH2:23][CH3:24])=[O:18])[CH3:21], predict the reactants needed to synthesize it. The reactants are: [O:1]1[CH:5]=[CH:4][CH:3]=[C:2]1[C:6]([OH:8])=[O:7].[Li+].CC([N-]C(C)C)C.[P:17](Cl)([O:22][CH2:23][CH3:24])([O:19][CH2:20][CH3:21])=[O:18]. (3) Given the product [NH2:1][C:2]1[N:11]=[CH:10][C:9]2[C:8]([NH:12][C:13]3[CH:18]=[CH:17][C:16]([NH2:19])=[CH:15][CH:14]=3)=[N:7][CH:6]=[N:5][C:4]=2[CH:3]=1, predict the reactants needed to synthesize it. The reactants are: [NH2:1][C:2]1[N:11]=[CH:10][C:9]2[C:8]([NH:12][C:13]3[CH:18]=[CH:17][C:16]([NH:19]C(=O)C)=[CH:15][CH:14]=3)=[N:7][CH:6]=[N:5][C:4]=2[CH:3]=1. (4) Given the product [F:1][C:2]1[CH:18]=[CH:17][CH:16]=[C:15]([F:19])[C:3]=1[C:4]([NH:6][C:7]1[C:8]([C:12]2[NH:20][C:21]3[C:22](=[O:28])[NH:23][CH:24]=[CH:25][C:26]=3[N:27]=2)=[N:9][NH:10][CH:11]=1)=[O:5], predict the reactants needed to synthesize it. The reactants are: [F:1][C:2]1[CH:18]=[CH:17][CH:16]=[C:15]([F:19])[C:3]=1[C:4]([NH:6][C:7]1[C:8]([C:12](O)=O)=[N:9][NH:10][CH:11]=1)=[O:5].[NH2:20][C:21]1[C:22](=[O:28])[NH:23][CH:24]=[CH:25][C:26]=1[NH2:27].C(Cl)CCl.C1C=CC2N(O)N=NC=2C=1.